Dataset: Reaction yield outcomes from USPTO patents with 853,638 reactions. Task: Predict the reaction yield, written as a fraction of the theoretical maximum amount of product (1.0 means a 100% yield; for example, 0.34 means a 34% yield). (1) The catalyst is O1CCCC1. The product is [CH3:14][Si:15]([CH3:24])([CH3:25])[C:16]#[C:17][C:18]#[C:19][CH2:20][CH2:21]/[CH:22]=[CH:9]/[C:10]([O:12][CH3:13])=[O:11].[CH3:14][Si:15]([CH3:24])([CH3:25])[C:16]#[C:17][C:18]#[C:19][CH2:20][CH2:21]/[CH:22]=[CH:9]\[C:10]([O:12][CH3:13])=[O:11]. The reactants are [H-].[Na+].COP([CH2:9][C:10]([O:12][CH3:13])=[O:11])(OC)=O.[CH3:14][Si:15]([CH3:25])([CH3:24])[C:16]#[C:17][C:18]#[C:19][CH2:20][CH2:21][CH:22]=O. The yield is 0.696. (2) The reactants are [F:1][C:2]1[CH:7]=[C:6]([O:8][CH3:9])[C:5]([O:10][CH3:11])=[CH:4][C:3]=1[CH:12](O)[C:13]([O:15][CH3:16])=[O:14].C(N(CC)CC)C.S([Cl:29])(C)(=O)=O. The catalyst is C(Cl)Cl. The product is [Cl:29][CH:12]([C:3]1[CH:4]=[C:5]([O:10][CH3:11])[C:6]([O:8][CH3:9])=[CH:7][C:2]=1[F:1])[C:13]([O:15][CH3:16])=[O:14]. The yield is 0.890. (3) The reactants are [NH2:1][C:2]1[CH:3]=[C:4]([OH:10])[CH:5]=[CH:6][C:7]=1[O:8][CH3:9].[CH3:11][C:12](C)([O-])C.[K+].I[C:18]1[CH:19]=[CH:20][C:21]2[N:22]([CH:24]=[C:25]([NH:27][C:28](=[O:30])[CH3:29])[N:26]=2)[N:23]=1.C(=O)([O-])[O-].[K+].[K+]. The catalyst is CN(C)C=O. The product is [NH2:1][C:2]1[CH:3]=[C:4]([CH:5]=[CH:6][C:7]=1[O:8][CH3:9])[O:10][C:18]1[CH:19]=[CH:20][C:21]2[N:22]([CH:24]=[C:25]([NH:27][C:28]([CH:29]3[CH2:12][CH2:11]3)=[O:30])[N:26]=2)[N:23]=1. The yield is 0.420. (4) The reactants are [C:1]1([C:11]([OH:13])=O)[C:10]2[CH2:9][CH2:8][CH2:7][CH2:6][C:5]=2[CH:4]=C[CH:2]=1.C([O:16][C:17]([C:19]1([NH2:30])[CH2:27][C:26]2[C:21](=[CH:22][CH:23]=[C:24](OC)[CH:25]=2)[CH2:20]1)=[O:18])C.C[N:32](C(ON1N=NC2C=CC=NC1=2)=[N+](C)C)C.F[P-](F)(F)(F)(F)F.CCN(C(C)C)C(C)C. The catalyst is CN(C=O)C. The product is [CH:4]1[C:5]2[C:10](=[CH:9][CH:8]=[CH:7][CH:6]=2)[C:1]([C:11]([NH:30][C:19]2([C:17]([OH:16])=[O:18])[CH2:27][C:26]3[C:21](=[CH:22][CH:23]=[CH:24][CH:25]=3)[CH2:20]2)=[O:13])=[CH:2][N:32]=1. The yield is 0.700. (5) The reactants are [CH3:1][N:2]1[CH2:7][CH2:6][N:5]([C:8]2[C:17]3[C:12](=[CH:13][CH:14]=[CH:15][CH:16]=3)[CH:11]=[C:10]([NH2:18])[N:9]=2)[CH2:4][CH2:3]1.N1C=CC=CC=1.[C:25]1([S:31]([Cl:34])(=[O:33])=[O:32])[CH:30]=[CH:29][CH:28]=[CH:27][CH:26]=1. The catalyst is C(Cl)Cl. The product is [ClH:34].[CH3:1][N:2]1[CH2:3][CH2:4][N:5]([C:8]2[C:17]3[C:12](=[CH:13][CH:14]=[CH:15][CH:16]=3)[CH:11]=[C:10]([NH:18][S:31]([C:25]3[CH:30]=[CH:29][CH:28]=[CH:27][CH:26]=3)(=[O:33])=[O:32])[N:9]=2)[CH2:6][CH2:7]1. The yield is 0.570. (6) The reactants are [Cl:1][C:2]1[CH:3]=[CH:4][C:5]([CH2:21][CH2:22]I)=[C:6]([C@H:8]([C:10]2[CH:14]=[C:13]([CH:15]3[O:19][CH2:18][CH2:17][O:16]3)[S:12][C:11]=2[CH3:20])[OH:9])[CH:7]=1. The catalyst is CCOCC.[Ag-]=O. The product is [Cl:1][C:2]1[CH:7]=[C:6]2[C:5]([CH2:21][CH2:22][O:9][C@H:8]2[C:10]2[CH:14]=[C:13]([CH:15]3[O:19][CH2:18][CH2:17][O:16]3)[S:12][C:11]=2[CH3:20])=[CH:4][CH:3]=1. The yield is 0.890. (7) The reactants are [CH2:1]([N:8]1[CH:12]=[C:11]([CH2:13][C:14]([O:16]CC)=[O:15])[C:10]([O:19][CH2:20][C:21]2[CH:22]=[N:23][C:24]([O:27][CH2:28][C:29]3[N:30]=[C:31]([C:35]4[CH:40]=[CH:39][CH:38]=[CH:37][CH:36]=4)[O:32][C:33]=3[CH3:34])=[CH:25][CH:26]=2)=[N:9]1)[C:2]1[CH:7]=[CH:6][CH:5]=[CH:4][CH:3]=1.[OH-].[Na+].O1CCCC1.Cl. The catalyst is C(O)C. The product is [CH2:1]([N:8]1[CH:12]=[C:11]([CH2:13][C:14]([OH:16])=[O:15])[C:10]([O:19][CH2:20][C:21]2[CH:22]=[N:23][C:24]([O:27][CH2:28][C:29]3[N:30]=[C:31]([C:35]4[CH:36]=[CH:37][CH:38]=[CH:39][CH:40]=4)[O:32][C:33]=3[CH3:34])=[CH:25][CH:26]=2)=[N:9]1)[C:2]1[CH:7]=[CH:6][CH:5]=[CH:4][CH:3]=1. The yield is 0.880.